Dataset: Reaction yield outcomes from USPTO patents with 853,638 reactions. Task: Predict the reaction yield, written as a fraction of the theoretical maximum amount of product (1.0 means a 100% yield; for example, 0.34 means a 34% yield). (1) The reactants are [NH2:1][C:2]1[CH:7]=[CH:6][C:5]([CH3:8])=[CH:4][C:3]=1[OH:9].C([O-])([O-])=O.[K+].[K+].Br[CH:17]([CH2:23]Br)[C:18]([O:20][CH2:21][CH3:22])=[O:19]. The yield is 0.473. The product is [CH3:8][C:5]1[CH:6]=[CH:7][C:2]2[NH:1][CH2:23][CH:17]([C:18]([O:20][CH2:21][CH3:22])=[O:19])[O:9][C:3]=2[CH:4]=1. The catalyst is CC(C)=O. (2) The reactants are [NH:1]1[C:9]2[C:4](=[CH:5][CH:6]=[CH:7][CH:8]=2)[CH:3]=[C:2]1[CH:10]([CH3:16])[C:11]([O:13][CH2:14][CH3:15])=[O:12].[N+:17]([O-])([O-:19])=[O:18].[Na+]. The catalyst is S(=O)(=O)(O)O. The product is [N+:17]([C:6]1[CH:5]=[C:4]2[C:9](=[CH:8][CH:7]=1)[NH:1][C:2]([CH:10]([CH3:16])[C:11]([O:13][CH2:14][CH3:15])=[O:12])=[CH:3]2)([O-:19])=[O:18]. The yield is 0.310. (3) The reactants are [Br:1][C:2]1[CH:3]=[C:4]([CH:7]=[CH:8][C:9]=1F)[CH:5]=[O:6].[NH:11]1[CH2:16][CH2:15][O:14][CH2:13][CH2:12]1.C([O-])([O-])=O.[K+].[K+]. The catalyst is N1C=CC=CC=1. The product is [Br:1][C:2]1[CH:3]=[C:4]([CH:7]=[CH:8][C:9]=1[N:11]1[CH2:16][CH2:15][O:14][CH2:13][CH2:12]1)[CH:5]=[O:6]. The yield is 0.580. (4) The reactants are [CH2:1]([O:4][C:5]1([CH3:50])[CH2:10][CH2:9][N:8]([C:11]2[N:16]3[CH:17]=[C:18]([C:20]4[CH:21]=[C:22]([C:26]5[CH:31]=[C:30]([CH3:32])[CH:29]=[CH:28][C:27]=5[O:33][C@H:34]([CH2:36]C=C)[CH3:35])[CH:23]=[CH:24][CH:25]=4)[N:19]=[C:15]3[CH:14]=[C:13]([CH3:39])[C:12]=2[C@H:40]([O:45][C:46]([CH3:49])([CH3:48])[CH3:47])[C:41]([O:43][CH3:44])=[O:42])[CH2:7][CH2:6]1)[CH:2]=[CH2:3].C(O[C@@H](C1C(C)=CC2=NC3=CN2C=1N1CCC(C)(OCC=CC[C@H](C)OC2C=C(F)C=CC=2C2C=C3C=CC=2)CC1)C(O)=O)(C)(C)C. No catalyst specified. The product is [C:46]([O:45][C@@H:40]([C:12]1[C:13]([CH3:39])=[CH:14][C:15]2=[N:19][C:18]3=[CH:17][N:16]2[C:11]=1[N:8]1[CH2:9][CH2:10][C:5]([CH3:50])([O:4][CH2:1][CH:2]=[CH:3][CH2:35][C@H:34]([CH3:36])[O:33][C:27]2[CH:28]=[CH:29][C:30]([CH3:32])=[CH:31][C:26]=2[C:22]2[CH:21]=[C:20]3[CH:25]=[CH:24][CH:23]=2)[CH2:6][CH2:7]1)[C:41]([O:43][CH3:44])=[O:42])([CH3:48])([CH3:47])[CH3:49]. The yield is 0.830. (5) The reactants are [C:1]([O:5][C:6]([NH:8][CH:9]([C:28](=[O:32])[N:29]([CH3:31])[CH3:30])[CH2:10][C:11]1[CH:16]=[CH:15][C:14]([C:17]2[CH:22]=[CH:21][C:20]([CH2:23][CH2:24][C:25]([OH:27])=O)=[CH:19][CH:18]=2)=[CH:13][CH:12]=1)=[O:7])([CH3:4])([CH3:3])[CH3:2].C([N:35](CC)CC)C.CN([P+](ON1N=NC2C=CC=CC1=2)(N(C)C)N(C)C)C.F[P-](F)(F)(F)(F)F. The catalyst is C(Cl)Cl. The product is [C:1]([O:5][C:6](=[O:7])[NH:8][CH:9]([C:28](=[O:32])[N:29]([CH3:31])[CH3:30])[CH2:10][C:11]1[CH:16]=[CH:15][C:14]([C:17]2[CH:22]=[CH:21][C:20]([CH2:23][CH2:24][C:25](=[O:27])[NH2:35])=[CH:19][CH:18]=2)=[CH:13][CH:12]=1)([CH3:2])([CH3:4])[CH3:3]. The yield is 0.920. (6) The reactants are [Cl:1][C:2]1[CH:7]=[CH:6][N:5]=[C:4]([N:8]2[CH2:19][CH2:18][N:17]3[C:10](=[CH:11][C:12]4[CH2:13][C:14]([CH3:21])([CH3:20])[CH2:15][C:16]=43)[C:9]2=[O:22])[C:3]=1[CH:23]=[O:24].CO.[BH4-].[Na+]. The catalyst is ClCCl. The product is [Cl:1][C:2]1[CH:7]=[CH:6][N:5]=[C:4]([N:8]2[CH2:19][CH2:18][N:17]3[C:10](=[CH:11][C:12]4[CH2:13][C:14]([CH3:21])([CH3:20])[CH2:15][C:16]=43)[C:9]2=[O:22])[C:3]=1[CH2:23][OH:24]. The yield is 0.770. (7) The reactants are [F:1][C:2]1[C:3]([CH2:24][N:25](C)[C:26](=O)OC(C)(C)C)=[CH:4][N:5]([S:14]([C:17]2[CH:22]=[CH:21][CH:20]=[C:19]([CH3:23])[N:18]=2)(=[O:16])=[O:15])[C:6]=1[C:7]1[C:8]([F:13])=[N:9][CH:10]=[CH:11][CH:12]=1.C(OCC)(=O)C.[ClH:40]. The catalyst is CC(O)C. The product is [ClH:40].[F:1][C:2]1[C:3]([CH2:24][NH:25][CH3:26])=[CH:4][N:5]([S:14]([C:17]2[CH:22]=[CH:21][CH:20]=[C:19]([CH3:23])[N:18]=2)(=[O:16])=[O:15])[C:6]=1[C:7]1[C:8]([F:13])=[N:9][CH:10]=[CH:11][CH:12]=1. The yield is 0.530. (8) The reactants are CC(OI1(OC(C)=O)(OC(C)=O)OC(=O)C2C1=CC=CC=2)=O.[F:23][C:24]1[CH:25]=[C:26]([CH2:34][OH:35])[CH:27]=[C:28]([S:30]([CH3:33])(=[O:32])=[O:31])[CH:29]=1.C(=O)(O)[O-].[Na+].S([O-])([O-])(=O)=S.[Na+].[Na+]. The yield is 0.750. The catalyst is C(Cl)Cl. The product is [F:23][C:24]1[CH:25]=[C:26]([CH:27]=[C:28]([S:30]([CH3:33])(=[O:32])=[O:31])[CH:29]=1)[CH:34]=[O:35]. (9) The reactants are [CH3:1][C:2]([O:4][C:5]([CH3:7])=[O:6])=O.[C:8]([O:12][C:13]([N:15]1[CH2:20][CH2:19][N:18]([C:21]2[N:26]=[CH:25][N+:24]([O-])=[C:23]3C[CH2:29][C@@H:30](C)[C:22]=23)[CH2:17][CH2:16]1)=[O:14])([CH3:11])([CH3:10])[CH3:9]. No catalyst specified. The product is [C:5]([O:4][CH:2]1[C:23]2[N:24]=[CH:25][N:26]=[C:21]([N:18]3[CH2:19][CH2:20][N:15]([C:13]([O:12][C:8]([CH3:11])([CH3:10])[CH3:9])=[O:14])[CH2:16][CH2:17]3)[C:22]=2[C@H:30]([CH3:29])[CH2:1]1)(=[O:6])[CH3:7]. The yield is 1.00. (10) The reactants are [C:1]([N:9]=[C:10]=[S:11])(=[O:8])[C:2]1[CH:7]=[CH:6][CH:5]=[CH:4][CH:3]=1.[S:12]1([C:23]2[C:18](=[CH:19][CH:20]=[CH:21][CH:22]=2)[C:16](=[O:17])[NH:15]1)(=[O:14])=[O:13].O. The catalyst is ClCCl.CC(C)=O. The product is [NH2:9][C:10]([NH2:15])=[S:11].[C:1]([N:15]1[C:16](=[O:17])[C:18]2[C:23](=[CH:22][CH:21]=[CH:20][CH:19]=2)[S:12]1(=[O:13])=[O:14])(=[O:8])[C:2]1[CH:7]=[CH:6][CH:5]=[CH:4][CH:3]=1. The yield is 0.370.